This data is from Forward reaction prediction with 1.9M reactions from USPTO patents (1976-2016). The task is: Predict the product of the given reaction. (1) Given the reactants [CH3:1][C:2]1[CH:15]=[C:14]([C:16]2([C:29]([F:32])([F:31])[F:30])[O:20][N:19]=[C:18]([C:21]3[CH:26]=[CH:25][C:24]([S:27][CH3:28])=[CH:23][CH:22]=3)[CH2:17]2)[CH:13]=[CH:12][C:3]=1[NH:4][C:5](=[O:11])[O:6][C:7]([CH3:10])([CH3:9])[CH3:8].ClC1C=CC=C(C(OO)=[O:41])C=1, predict the reaction product. The product is: [CH3:1][C:2]1[CH:15]=[C:14]([C:16]2([C:29]([F:31])([F:30])[F:32])[O:20][N:19]=[C:18]([C:21]3[CH:22]=[CH:23][C:24]([S:27]([CH3:28])=[O:41])=[CH:25][CH:26]=3)[CH2:17]2)[CH:13]=[CH:12][C:3]=1[NH:4][C:5](=[O:11])[O:6][C:7]([CH3:10])([CH3:8])[CH3:9]. (2) Given the reactants [NH2:1][CH2:2][C:3]([CH3:8])([CH3:7])[C:4]([OH:6])=[O:5].[CH3:9][C:10]([O:13][C:14](O[C:14]([O:13][C:10]([CH3:12])([CH3:11])[CH3:9])=[O:15])=[O:15])([CH3:12])[CH3:11].CCN(C(C)C)C(C)C, predict the reaction product. The product is: [C:10]([O:13][C:14]([NH:1][CH2:2][C:3]([CH3:8])([CH3:7])[C:4]([OH:6])=[O:5])=[O:15])([CH3:12])([CH3:11])[CH3:9]. (3) Given the reactants [F:1][C:2]1[CH:7]=[CH:6][CH:5]=[C:4]([OH:8])[C:3]=1[CH:9]1[N:13]([CH2:14][C:15]2[CH:20]=[CH:19][C:18]([O:21][C:22]([F:25])([F:24])[F:23])=[CH:17][CH:16]=2)[C:12](=[O:26])[CH:11]([CH3:27])[CH2:10]1.Br[CH2:29][CH2:30][O:31][CH2:32][C:33]1[CH:38]=[CH:37][CH:36]=[CH:35][CH:34]=1.C(=O)([O-])[O-].[K+].[K+].C(=O)([O-])[O-].[Cs+].[Cs+], predict the reaction product. The product is: [CH2:32]([O:31][CH2:30][CH2:29][O:8][C:4]1[CH:5]=[CH:6][CH:7]=[C:2]([F:1])[C:3]=1[CH:9]1[N:13]([CH2:14][C:15]2[CH:20]=[CH:19][C:18]([O:21][C:22]([F:23])([F:24])[F:25])=[CH:17][CH:16]=2)[C:12](=[O:26])[CH:11]([CH3:27])[CH2:10]1)[C:33]1[CH:38]=[CH:37][CH:36]=[CH:35][CH:34]=1.